Dataset: Reaction yield outcomes from USPTO patents with 853,638 reactions. Task: Predict the reaction yield, written as a fraction of the theoretical maximum amount of product (1.0 means a 100% yield; for example, 0.34 means a 34% yield). (1) The reactants are [NH2:1][C:2]1[N:7]=[CH:6][N:5]=[C:4]2[N:8]([CH2:26][C@H:27]3[CH2:31][CH2:30][CH2:29][N:28]3C(OC(C)(C)C)=O)[N:9]=[C:10]([C:11]3[CH:16]=[CH:15][C:14]([O:17][C:18]4[C:23]([F:24])=[CH:22][CH:21]=[CH:20][C:19]=4[F:25])=[CH:13][CH:12]=3)[C:3]=12.FC(F)(F)C(O)=O. The catalyst is ClCCl. The product is [F:25][C:19]1[CH:20]=[CH:21][CH:22]=[C:23]([F:24])[C:18]=1[O:17][C:14]1[CH:13]=[CH:12][C:11]([C:10]2[C:3]3[C:4](=[N:5][CH:6]=[N:7][C:2]=3[NH2:1])[N:8]([CH2:26][C@H:27]3[CH2:31][CH2:30][CH2:29][NH:28]3)[N:9]=2)=[CH:16][CH:15]=1. The yield is 0.880. (2) The product is [Br:12][C:11]1[CH:10]=[C:9]2[C:5]([CH2:6][CH2:7][NH:8]2)=[CH:4][C:3]=1[F:2]. The reactants are Cl.[F:2][C:3]1[CH:4]=[C:5]2[C:9](=[CH:10][CH:11]=1)[NH:8][CH2:7][CH2:6]2.[Br:12]Br.O.C([O-])(O)=O.[Na+]. The yield is 0.280. The catalyst is OS(O)(=O)=O.[O-]S([O-])(=O)=O.[Ag+].[Ag+]. (3) The reactants are [C:1]1([S:7]([C:10]2[CH:11]=[N:12][C:13]3[C:18]([CH:19]=2)=[CH:17][CH:16]=[CH:15][C:14]=3[N:20]2[CH2:24][CH2:23][C@H:22]3[CH2:25][N:26](C(OCC)=O)[CH2:27][C@@H:21]23)(=[O:9])=[O:8])[CH:6]=[CH:5][CH:4]=[CH:3][CH:2]=1.C[Si](I)(C)C.CO. The catalyst is C(Cl)(Cl)Cl. The product is [N:20]1([C:14]2[CH:15]=[CH:16][CH:17]=[C:18]3[C:13]=2[N:12]=[CH:11][C:10]([S:7]([C:1]2[CH:6]=[CH:5][CH:4]=[CH:3][CH:2]=2)(=[O:8])=[O:9])=[CH:19]3)[CH2:24][CH2:23][C@H:22]2[CH2:25][NH:26][CH2:27][C@@H:21]12. The yield is 0.220. (4) The reactants are [C:1]([SH:9])(=[S:8])[C:2]1[CH:7]=[CH:6][CH:5]=[CH:4][CH:3]=1.[CH3:10][C:11]([C:13]1[CH:18]=[CH:17][CH:16]=[CH:15][CH:14]=1)=[CH2:12]. The catalyst is C(Cl)(Cl)(Cl)Cl. The product is [C:1]([S:9][C:11]([C:13]1[CH:18]=[CH:17][CH:16]=[CH:15][CH:14]=1)([CH3:12])[CH3:10])(=[S:8])[C:2]1[CH:7]=[CH:6][CH:5]=[CH:4][CH:3]=1. The yield is 0.326. (5) The reactants are [NH2:1][C:2]1[CH:7]=[CH:6][C:5]([Br:8])=[CH:4][C:3]=1[CH2:9][OH:10]. The catalyst is C(Cl)Cl.O=[Mn]=O. The product is [NH2:1][C:2]1[CH:7]=[CH:6][C:5]([Br:8])=[CH:4][C:3]=1[CH:9]=[O:10]. The yield is 0.810. (6) The reactants are [C:1]([C:6]1[CH:7]=[CH:8][C:9]([O:29]C)=[C:10]([CH:28]=1)[C:11]([NH:13][C:14]1[CH:19]=[C:18]([C:20]([F:23])([F:22])[F:21])[CH:17]=[C:16]([C:24]([F:27])([F:26])[F:25])[CH:15]=1)=[O:12])(=[O:5])[CH:2]([CH3:4])[CH3:3].N1C(C)=CC(C)=CC=1C.[I-].[Li+].Cl. No catalyst specified. The product is [F:21][C:20]([F:22])([F:23])[C:18]1[CH:19]=[C:14]([NH:13][C:11](=[O:12])[C:10]2[CH:28]=[C:6]([C:1](=[O:5])[CH:2]([CH3:3])[CH3:4])[CH:7]=[CH:8][C:9]=2[OH:29])[CH:15]=[C:16]([C:24]([F:26])([F:27])[F:25])[CH:17]=1. The yield is 0.653. (7) The reactants are [S:1]1[CH2:5][CH2:4][NH:3][CH:2]1[C:6]([OH:8])=[O:7].[C:9](O[C:9]([O:11][C:12]([CH3:15])([CH3:14])[CH3:13])=[O:10])([O:11][C:12]([CH3:15])([CH3:14])[CH3:13])=[O:10]. No catalyst specified. The product is [C:12]([O:11][C:9]([N:3]1[CH2:4][CH2:5][S:1][CH:2]1[C:6]([OH:8])=[O:7])=[O:10])([CH3:15])([CH3:14])[CH3:13]. The yield is 0.970.